From a dataset of NCI-60 drug combinations with 297,098 pairs across 59 cell lines. Regression. Given two drug SMILES strings and cell line genomic features, predict the synergy score measuring deviation from expected non-interaction effect. (1) Drug 1: CC1=C2C(C(=O)C3(C(CC4C(C3C(C(C2(C)C)(CC1OC(=O)C(C(C5=CC=CC=C5)NC(=O)OC(C)(C)C)O)O)OC(=O)C6=CC=CC=C6)(CO4)OC(=O)C)OC)C)OC. Drug 2: COCCOC1=C(C=C2C(=C1)C(=NC=N2)NC3=CC=CC(=C3)C#C)OCCOC.Cl. Cell line: ACHN. Synergy scores: CSS=51.9, Synergy_ZIP=2.44, Synergy_Bliss=2.30, Synergy_Loewe=3.80, Synergy_HSA=9.53. (2) Drug 1: CC=C1C(=O)NC(C(=O)OC2CC(=O)NC(C(=O)NC(CSSCCC=C2)C(=O)N1)C(C)C)C(C)C. Drug 2: C1=NNC2=C1C(=O)NC=N2. Cell line: MCF7. Synergy scores: CSS=52.0, Synergy_ZIP=-1.86, Synergy_Bliss=-2.50, Synergy_Loewe=-69.0, Synergy_HSA=0.193.